Dataset: Experimentally validated miRNA-target interactions with 360,000+ pairs, plus equal number of negative samples. Task: Binary Classification. Given a miRNA mature sequence and a target amino acid sequence, predict their likelihood of interaction. (1) The miRNA is mmu-miR-5134-5p with sequence UUGGCAGAAAGGGCAGCUGUG. The protein sequence of the target gene is MDKLPPSMRKRLYSLPQQVGAKAWIMDEEEDGEEEGAGGLQDPSRRSIRLRPLPSPSPSVAAGCSESRGAALGAADSEGPGRSAGKSSTNGDCRRFRGSLASLGSRGGGSGGAGGGSSLGHLHDSAEERRLIAAEGDASPGEDRTPPGLATEPERPGAAAQPAASPPPQQPPQPASASCEQPSADTAIKVEGGAAASDQILPEAEVRLGQSGFMQRQFGAMLQPGVNKFSLRMFGSQKAVEREQERVKSAGFWIIHPYSDFRFYWDLTMLLLMVGNLIIIPVGITFFKDENTTPWIVFNV.... Result: 0 (no interaction). (2) The miRNA is mmu-miR-669p-5p with sequence AGUUGUGUGUGCAUGUUCAUGUCU. The protein sequence of the target gene is MLNEGLCCGAWAMKGTLLLVSSVGLLLPGVGSCPMKCLCHPSSNSVDCSGQGLSKVPRDLPPWTVTLLLQDNRIHWLPALAFQSVSLLSTLNLSNNSLSNLAAEAFYGLPHLRVLNVTQNSLLSIESSFAHALPGLRELDLSSNSLRILPTSLGKPWENLTVFAVQQNHLLHLDRELLEAMPKVRLVLLKDNPWICDCHLLGLKLWLERFTFQGGETDGAICRLPEPWQGKALLSIPHELYQPCSLPSQDLAPSLVQQPGSAPQDAQKSHENSSGQQDPLECEAKPKPKPTNLRHAVATV.... Result: 1 (interaction). (3) The miRNA is mmu-miR-99b-5p with sequence CACCCGUAGAACCGACCUUGCG. The protein sequence of the target gene is MSQLVECVPNFSEGKNQEVIDAISGAITQTPGCVLLDVDAGPSTNRTVYTFVGPPECVVEGALNAARVASRLIDMSRHQGEHPRMGALDVCPFIPVRGVSVDECVLCAQAFGQRLAEELDVPVYLYGEAARMDSRRTLPAIRAGEYEALPKKLQQADWAPDFGPSSFVPSWGATATGARKFLIAFNINLLGTKEQAHRIALNLREQGRGKDQPGRLKKVQGIGWYLDEKNLAQVSTNLLDFEVTALHTVYEETCREAQELSLPVVGSQLVGLVPLKALLDAAAFYCEKENLFILEEEQRI.... Result: 0 (no interaction). (4) The miRNA is gga-miR-456-3p with sequence CAGGCUGGUUAGAUGGUUGUCA. The protein sequence of the target gene is MYLQGTKQTFLENMNGTENLTTSLINNTCHDTIDEFRNQVYSTMYSVISVVGFFGNSFVLYVLIKTYHEKSAFQVYMINLAIADLLCVCTLPLRVVYYVHKGKWLFGDFLCRLTTYALYVNLYCSIFFMTAMSFFRCVAIVFPVQNINLVTQKKARFVCIGIWIFVILTSSPFLMYKSYQDEKNNTKCFEPPQNNQAKKYVLILHYVSLFFGFIIPFVTIIVCYTMIILTLLKNTMKKNMPSRRKAIGMIIVVTAAFLVSFMPYHIQRTIHLHLLHSETRPCDSVLRMQKSVVITLSLAA.... Result: 0 (no interaction). (5) The miRNA is hsa-miR-6797-3p with sequence UGCAUGACCCUUCCCUCCCCAC. The protein sequence of the target gene is MPGCPCPGCGMAGPRLLFLTALALELLERAGGSQPALRSRGTATACRLDNKESESWGALLSGERLDTWICSLLGSLMVGLSGVFPLLVIPLEMGTMLRSEAGAWRLKQLLSFALGGLLGNVFLHLLPEAWAYTCSASPGGEGQSLQQQQQLGLWVIAGILTFLALEKMFLDSKEEGTSQAPNKDPTAAAAALNGGHCLAQPAAEPGLGAVVRSIKVSGYLNLLANTIDNFTHGLAVAASFLVSKKIGLLTTMAILLHEIPHEVGDFAILLRAGFDRWSAAKLQLSTALGGLLGAGFAICT.... Result: 0 (no interaction). (6) The miRNA is hsa-miR-1250-5p with sequence ACGGUGCUGGAUGUGGCCUUU. The protein sequence of the target gene is MAHLGRLMVPLAALVLLLWAVPGAHGRRNNVRVLTDENWTSLLEGEWMIEFYAPWCPACQNLQPEWESFAEWGEDLEVKVAKVDVTEQTGLSGRFIITALPSIYHCKDGEFRRYVGPRTKKDFINFVSDKEWKNIEPISSWFGPSSVLMTMMSALFQLSVYIRTSHSYFVHDLGIPAWGSYLVFAFATVLSGLLLGLCMIFVADCLCPSKRRKPQQQYAKKTSPEFSQPLKKVEEEQEADEEDVSEEEAEDREGASKATSQSSIRQRCVGLPSATDTS. Result: 0 (no interaction). (7) The miRNA is hsa-miR-4485-3p with sequence UAACGGCCGCGGUACCCUAA. The protein sequence of the target gene is MSLCEDMLLCNYRKCRIKLSGYAWVTACSHIFCDQHGSGEFSRSPAICPACNSTLSGKLDIVRTELSPSEEYKAMVLAGLRPEIVLDISSRALAFWTYQVHQERLYQEYNFSKAEGHLKQMEKIYTQQIQSKDVELTSMKGEVTSMKKVLEEYKKKFSDISEKLMERNRQYQKLQGLYDSLRLRNITIANHEGTLEPSMIAQSGVLGFPLGNNSKFPLDNTPVRNRGDGDGDFQFRPFFAGSPTAPEPSNSFFSFVSPSRELEQQQVSSRAFKVKRI. Result: 0 (no interaction). (8) The miRNA is mmu-miR-463-5p with sequence UACCUAAUUUGUUGUCCAUCAU. The protein sequence of the target gene is MASNSSSCPTPGGGHLNGYPVPPYAFFFPPMLGGLSPPGALTSLQHQLPVSGYSTPSPATIETQSSSSEEIVPSPPSPPPLPRIYKPCFVCQDKSSGYHYGVSACEGCKGFFRRSIQKNMVYTCHRDKNCIINKVTRNRCQYCRLQKCFDVGMSKESVRNDRNKKKKEAPKPECSESYTLTPEVGELIEKVRKAHQETFPALCQLGKYTTNNSSEQRVSLDIDLWDKFSELSTKCIIKTVEFAKQLPGFTTLTIADQITLLKAACLDILILRICTRYTPEQDTMTFSDGLTLNRTQMHNA.... Result: 0 (no interaction). (9) The miRNA is hsa-miR-877-5p with sequence GUAGAGGAGAUGGCGCAGGG. The protein sequence of the target gene is MEEPQRARSHTVTTTASSFAENFSTSSSSFAYDREFLRTLPGFLIVAEIVLGLLVWTLIAGTEYFRVPAFGWVMFVAVFYWVLTVFFLIIYITMTYTRIPQVPWTTVGLCFNGSAFVLYLSAAVVDASSVSPERDSHNFNSWAASSFFAFLVTICYAGNTYFSFIAWRSRTIQ. Result: 1 (interaction). (10) The miRNA is hsa-miR-3915 with sequence UUGAGGAAAAGAUGGUCUUAUU. The protein sequence of the target gene is MAVVPLLLLGGLWSAVGASSLGVVTCGSVVKLLNTRHNVRLHSHDVRYGSGSGQQSVTGVTSVDDSNSYWRIRGKSATVCERGTPIKCGQPIRLTHVNTGRNLHSHHFTSPLSGNQEVSAFGEEGEGDYLDDWTVLCNGPYWVRDGEVRFKHSSTEVLLSVTGEQYGRPISGQKEVHGMAQPSQNNYWKAMEGIFMKPSELLKAEAHHAEL. Result: 0 (no interaction).